From a dataset of Experimental lipophilicity measurements (octanol/water distribution) for 4,200 compounds from AstraZeneca. Regression/Classification. Given a drug SMILES string, predict its absorption, distribution, metabolism, or excretion properties. Task type varies by dataset: regression for continuous measurements (e.g., permeability, clearance, half-life) or binary classification for categorical outcomes (e.g., BBB penetration, CYP inhibition). For this dataset (lipophilicity_astrazeneca), we predict Y. (1) The compound is CN(C)CCC=C1c2ccccc2C=Cc2ccccc21. The Y is 2.83 logD. (2) The compound is CCCc1nc2c(N)nc3ccccc3c2s1. The Y is 4.09 logD. (3) The molecule is C#CCn1c(=O)c2c(-c3cc(C#N)cn3C)n(Cc3ccnc4ccc(Cl)cc34)nc2n(CC2CC2)c1=O. The Y is 3.96 logD. (4) The compound is Cc1sc2ncnc(N3CCN(c4ncccn4)CC3)c2c1C. The Y is 3.66 logD. (5) The compound is COC(=O)N1CCN(C(=O)Cc2ccc(Cl)c(Cl)c2)[C@@H](CN2CCCC2)C1. The Y is 1.97 logD. (6) The molecule is O=C(N[C@@H](Cc1ccc(OCCNc2ccccn2)cc1)C(=O)O)c1c(Cl)cccc1Cl. The Y is -0.480 logD. (7) The molecule is COc1cc(NC(=O)Nc2cccc(CNC(=O)O[C@H]3CCOC3)c2)ccc1-c1cnco1. The Y is 3.60 logD.